From a dataset of Blood-brain barrier permeability regression values from the B3DB database. Regression/Classification. Given a drug SMILES string, predict its absorption, distribution, metabolism, or excretion properties. Task type varies by dataset: regression for continuous measurements (e.g., permeability, clearance, half-life) or binary classification for categorical outcomes (e.g., BBB penetration, CYP inhibition). For this dataset (b3db_regression), we predict Y. (1) The drug is C1CN(CCN1)C2=NC(=C(C=C2)C(F)(F)F)Cl. The Y is 1.64 log(BB ratio). (2) The drug is C1C(=NC2=C(C=C(C=C2)C#CC3=CC=CC=C3)NC1=O)C4=CC=CC(=C4)C#N. The Y is 0.300 log(BB ratio). (3) The compound is C1=CC(=CC=C1C(F)(F)F)Cl. The Y is 0.170 log(BB ratio). (4) The molecule is [C@@H](C(OC(F)F)(F)F)(F)Cl. The Y is 0.200 log(BB ratio). (5) The compound is CC(=O)NC1CCC2=CC(=C(C(=C2C3=CC=C(C(=O)C=C13)OC)OC)OC)OC. The Y is -0.800 log(BB ratio). (6) The molecule is C1C[C@H](O[C@H]1CO)N2C=NC3=C2N=CNC3=O. The Y is -1.30 log(BB ratio). (7) The molecule is CC(C)NCC(COC1=CC=C(C=C1)CCOC)O. The Y is 1.15 log(BB ratio).